Dataset: Catalyst prediction with 721,799 reactions and 888 catalyst types from USPTO. Task: Predict which catalyst facilitates the given reaction. (1) Reactant: [F:1][C:2]1[CH:3]=[C:4]([B:11]2[O:15][C:14]([CH3:17])([CH3:16])[C:13]([CH3:19])([CH3:18])[O:12]2)[CH:5]=[C:6]([N+:8]([O-])=O)[CH:7]=1.FC1C=C([N+]([O-])=O)C=C(I)C=1. Product: [F:1][C:2]1[CH:7]=[C:6]([NH2:8])[CH:5]=[C:4]([B:11]2[O:15][C:14]([CH3:16])([CH3:17])[C:13]([CH3:19])([CH3:18])[O:12]2)[CH:3]=1. The catalyst class is: 63. (2) Reactant: [I:1][C:2]1[CH:13]=[C:12]([O:14][CH3:15])[C:11]([I:16])=[CH:10][C:3]=1[O:4][C:5](=[CH:8]C)[C:6]#[N:7].Cl.NC1C=CC=CC=1.O(C)[Na].Cl.[NH2:29][C:30]([NH2:32])=[NH:31]. Product: [I:1][C:2]1[CH:13]=[C:12]([O:14][CH3:15])[C:11]([I:16])=[CH:10][C:3]=1[O:4][C:5]1[C:6]([NH2:7])=[N:29][C:30]([NH2:32])=[N:31][CH:8]=1. The catalyst class is: 357. (3) Product: [CH:20]1([CH2:25][C@H:26]([C:30]2[CH:35]=[CH:34][CH:33]=[C:32]([C:36]([F:37])([F:38])[F:39])[CH:31]=2)[C:27]([NH:1][C:2]2[CH:6]=[CH:5][N:4]([CH2:7][C:8]([OH:10])([CH3:11])[CH3:9])[N:3]=2)=[O:28])[CH2:24][CH2:23][CH2:22][CH2:21]1. The catalyst class is: 2. Reactant: [NH2:1][C:2]1[CH:6]=[CH:5][N:4]([CH2:7][C:8]([CH3:11])([OH:10])[CH3:9])[N:3]=1.N1C(C)=CC=CC=1C.[CH:20]1([CH2:25][C@H:26]([C:30]2[CH:35]=[CH:34][CH:33]=[C:32]([C:36]([F:39])([F:38])[F:37])[CH:31]=2)[C:27](Cl)=[O:28])[CH2:24][CH2:23][CH2:22][CH2:21]1. (4) Reactant: Cl[C:2]1[C:7]2[C:8]([C:23]#[C:24][C:25]3[CH:30]=[C:29]([O:31][CH3:32])[CH:28]=[C:27]([O:33][CH3:34])[CH:26]=3)=[CH:9][N:10]([C@H:11]3[CH2:15][CH2:14][N:13]([C:16]([O:18][C:19]([CH3:22])([CH3:21])[CH3:20])=[O:17])[CH2:12]3)[C:6]=2[CH:5]=[CH:4][N:3]=1.C1(P(C2C=CC=CC=2)C2C=CC3C(=CC=CC=3)C=2C2C3C(=CC=CC=3)C=CC=2P(C2C=CC=CC=2)C2C=CC=CC=2)C=CC=CC=1.CC(C)([O-])C.[Na+].C(=[NH:100])(C1C=CC=CC=1)C1C=CC=CC=1. Product: [NH2:100][C:2]1[C:7]2[C:8]([C:23]#[C:24][C:25]3[CH:30]=[C:29]([O:31][CH3:32])[CH:28]=[C:27]([O:33][CH3:34])[CH:26]=3)=[CH:9][N:10]([C@H:11]3[CH2:15][CH2:14][N:13]([C:16]([O:18][C:19]([CH3:22])([CH3:21])[CH3:20])=[O:17])[CH2:12]3)[C:6]=2[CH:5]=[CH:4][N:3]=1. The catalyst class is: 101. (5) Reactant: Br[C:2]1[CH:3]=[C:4]2[C:9](=[CH:10][CH:11]=1)[N:8]=[CH:7][C:6]([O:12][CH:13]([O:21][CH3:22])[C:14]([NH:16][C:17]([CH3:20])([CH3:19])[CH3:18])=[O:15])=[CH:5]2.[CH2:23]([Sn](CCCC)(CCCC)C#CC)[CH2:24][CH2:25]C.O. Product: [CH3:18][C:17]([NH:16][C:14](=[O:15])[CH:13]([O:21][CH3:22])[O:12][C:6]1[CH:7]=[N:8][C:9]2[C:4]([CH:5]=1)=[CH:3][C:2]([C:23]#[C:24][CH3:25])=[CH:11][CH:10]=2)([CH3:20])[CH3:19]. The catalyst class is: 11. (6) Reactant: [NH2:1][C:2]1[N:7]=[C:6](S(C)=O)[C:5]([C:11]#[N:12])=[C:4]([C:13]2[O:14][CH:15]=[C:16]([CH3:18])[CH:17]=2)[N:3]=1.[OH:19][CH2:20][CH2:21][C:22]1[CH:27]=[CH:26][CH:25]=[CH:24][N:23]=1.C1CCN2C(=NCCC2)CC1. Product: [NH2:1][C:2]1[N:3]=[C:4]([C:13]2[O:14][CH:15]=[C:16]([CH3:18])[CH:17]=2)[C:5]([C:11]#[N:12])=[C:6]([O:19][CH2:20][CH2:21][C:22]2[CH:27]=[CH:26][CH:25]=[CH:24][N:23]=2)[N:7]=1. The catalyst class is: 57. (7) Reactant: [NH2:1][C:2]([CH:4]1[CH2:9][CH2:8][N:7]([C:10]([O:12][C:13]([CH3:16])([CH3:15])[CH3:14])=[O:11])[CH2:6][CH2:5]1)=[S:3].Br[CH2:18][C:19](=O)[C:20]([O:22][CH2:23][CH3:24])=[O:21].C(N(CC)CC)C. Product: [CH2:23]([O:22][C:20]([C:19]1[N:1]=[C:2]([CH:4]2[CH2:9][CH2:8][N:7]([C:10]([O:12][C:13]([CH3:16])([CH3:15])[CH3:14])=[O:11])[CH2:6][CH2:5]2)[S:3][CH:18]=1)=[O:21])[CH3:24]. The catalyst class is: 9.